Dataset: Experimentally validated miRNA-target interactions with 360,000+ pairs, plus equal number of negative samples. Task: Binary Classification. Given a miRNA mature sequence and a target amino acid sequence, predict their likelihood of interaction. (1) The miRNA is hsa-miR-4530 with sequence CCCAGCAGGACGGGAGCG. The protein sequence of the target gene is MSTKQVTCRYFMHGVCREGSQCLFSHDLANSKPSTICKYYQKGYCAYGARCRYDHTKPPAAAGGAVGPAPNPSPSSGLHSPHPSPDIATSVMRTHSNEPGKREKKTLVLRDRNLTGLAEDKTPPSKVNNPGGCSDPQTSPEMKPHSYLDAIRTGLDDLEASSSYSNEPQLCPYAAAGECRFGDACVYLHGDMCEICRLQVLHPFDPEQRKAHEKMCMSTFEHEMEKAFAFQASQDKVCSICMEVILEKASASERRFGILSNCSHTYCLSCIRQWRCAKQFENPIIKSCPECRVISEFVIP.... Result: 0 (no interaction). (2) The miRNA is cel-miR-360-3p with sequence UGACCGUAAUCCCGUUCACAA. The protein sequence of the target gene is MDDPRYGMCPLKGASGCPGAERSLLVQSYFEKGPLTFRDVAIEFSLEEWQCLDSAQQGLYRKVMLENYRNLVFLAGIALTKPDLITCLEQGKEPWNIKRHEMVAKPPVICSHFPQDLWAEQDIKDSFQEAILKKYGKYGHDNLQLQKGCKSVDECKVHKEHDNKLNQCLITTQSNIFQCDPSAKVFHTFSNSNRHKIRHTRKKPFKCKKCEKSFCMLLHLTQHKRFHITENSYQCKDCGKAFNWFSTLTTHRRIHTGEKPYKCEECGKAFNRSSHLTTHKIIHTGEKPYRCEECGKAFNR.... Result: 0 (no interaction).